Dataset: Reaction yield outcomes from USPTO patents with 853,638 reactions. Task: Predict the reaction yield, written as a fraction of the theoretical maximum amount of product (1.0 means a 100% yield; for example, 0.34 means a 34% yield). (1) The reactants are [NH2:1][C:2]1[CH:30]=[CH:29][C:5]([O:6][C:7]2[N:12]=[CH:11][N:10]=[C:9]([NH:13][C:14](=[O:28])[N:15]([CH3:27])[CH:16]3[CH2:21][CH2:20][N:19]([CH:22]4[CH2:25][N:24]([CH3:26])[CH2:23]4)[CH2:18][CH2:17]3)[CH:8]=2)=[C:4]([F:31])[CH:3]=1.[C@]12(CS(O)(=O)=O)C(C)(C)C(CC1)CC2=O.[F:47][C:48]1[CH:53]=[CH:52][C:51]([CH2:54][C:55]([N:57]=[C:58]=[S:59])=[O:56])=[CH:50][CH:49]=1.C(OCC)C. The catalyst is C(O)C.C1(C)C=CC=CC=1.CCCCCC. The product is [F:31][C:4]1[CH:3]=[C:2]([NH:1][C:58]([NH:57][C:55](=[O:56])[CH2:54][C:51]2[CH:52]=[CH:53][C:48]([F:47])=[CH:49][CH:50]=2)=[S:59])[CH:30]=[CH:29][C:5]=1[O:6][C:7]1[N:12]=[CH:11][N:10]=[C:9]([NH:13][C:14](=[O:28])[N:15]([CH3:27])[CH:16]2[CH2:17][CH2:18][N:19]([CH:22]3[CH2:23][N:24]([CH3:26])[CH2:25]3)[CH2:20][CH2:21]2)[CH:8]=1. The yield is 0.110. (2) The reactants are [CH2:1]([OH:4])[CH2:2][OH:3].[H-].[Na+].Br[CH2:8][C:9]1[CH:18]=[CH:17][C:16]2[C:11](=[CH:12][CH:13]=[CH:14][CH:15]=2)[CH:10]=1.O. The catalyst is C1COCC1.[N+](CCCC)(CCCC)(CCCC)CCCC.[I-].CCOC(C)=O. The product is [CH:10]1[C:11]2[C:16](=[CH:15][CH:14]=[CH:13][CH:12]=2)[CH:17]=[CH:18][C:9]=1[CH2:8][O:3][CH2:2][CH2:1][OH:4]. The yield is 0.330. (3) The reactants are [F:1][C:2]1[C:7]([F:8])=[CH:6][CH:5]=[CH:4][C:3]=1[C@@H:9]1[CH2:22][CH2:21][C@@H:20]([OH:23])[C:12]2=[N:13][CH:14]=[C:15]([N:17]([CH3:19])[CH3:18])[CH:16]=[C:11]2[CH2:10]1.[H-].[Na+].[O:26]=[C:27]1[NH:35][C:30]2=[N:31][CH:32]=[CH:33][CH:34]=[C:29]2[N:28]1[CH:36]1[CH2:41][CH2:40][N:39]([C:42](OC2C=CC([N+]([O-])=O)=CC=2)=[O:43])[CH2:38][CH2:37]1. The catalyst is C1COCC1. The product is [O:26]=[C:27]1[NH:35][C:30]2=[N:31][CH:32]=[CH:33][CH:34]=[C:29]2[N:28]1[CH:36]1[CH2:37][CH2:38][N:39]([C:42]([O:23][C@H:20]2[C:12]3=[N:13][CH:14]=[C:15]([N:17]([CH3:19])[CH3:18])[CH:16]=[C:11]3[CH2:10][C@H:9]([C:3]3[CH:4]=[CH:5][CH:6]=[C:7]([F:8])[C:2]=3[F:1])[CH2:22][CH2:21]2)=[O:43])[CH2:40][CH2:41]1. The yield is 0.360. (4) The reactants are [O:1]1[C:6]2[CH:7]=[CH:8][C:9]([CH2:11][C@H:12]3[CH2:16][O:15][S:14](=[O:17])[N:13]3[C:18]([O:20][C:21]([CH3:24])([CH3:23])[CH3:22])=[O:19])=[CH:10][C:5]=2[O:4][CH2:3][CH2:2]1.C(#N)C.O.I([O-])(=O)(=O)=[O:30].[Na+]. The catalyst is O.[Ru](Cl)(Cl)Cl.CCOC(C)=O. The product is [O:1]1[C:6]2[CH:7]=[CH:8][C:9]([CH2:11][C@H:12]3[CH2:16][O:15][S:14](=[O:30])(=[O:17])[N:13]3[C:18]([O:20][C:21]([CH3:24])([CH3:23])[CH3:22])=[O:19])=[CH:10][C:5]=2[O:4][CH2:3][CH2:2]1. The yield is 0.820. (5) The reactants are [NH2:1][C:2]1[CH:3]=[C:4]([CH:7]=[C:8]([NH2:18])[C:9]=1[C:10]1[C:11](F)=[N:12][CH:13]=[C:14]([CH3:16])[CH:15]=1)[C:5]#[N:6]. The catalyst is O1CCOCC1.[Cl-].[NH+]1C=CC=CC=1. The product is [NH2:1][C:2]1[CH:3]=[C:4]([C:5]#[N:6])[CH:7]=[C:8]2[C:9]=1[C:10]1[CH:15]=[C:14]([CH3:16])[CH:13]=[N:12][C:11]=1[NH:18]2. The yield is 0.870. (6) The catalyst is O1CCOCC1.O. The product is [Cl:12][C:10]1[C:9]2[C:4](=[CH:5][C:6]([O:13][CH3:14])=[CH:7][CH:8]=2)[CH2:3][N:2]([C:22]2[CH:23]=[CH:24][C:19]([O:18][CH:15]([CH3:17])[CH3:16])=[CH:20][CH:21]=2)[CH:11]=1. The reactants are Cl[N:2]1[CH:11]=[C:10]([Cl:12])[C:9]2[C:4](=[CH:5][C:6]([O:13][CH3:14])=[CH:7][CH:8]=2)[CH2:3]1.[CH:15]([O:18][C:19]1[CH:24]=[CH:23][C:22](B(O)O)=[CH:21][CH:20]=1)([CH3:17])[CH3:16].C([O-])([O-])=O.[K+].[K+]. The yield is 0.840. (7) The reactants are [Cl:1][CH2:2]C(=O)CC1SC=CC=1.[S:11]1[CH:15]=[C:14]([CH2:16][C:17]([OH:19])=O)[C:13]2[CH:20]=[CH:21][CH:22]=[CH:23][C:12]1=2.S(Cl)(Cl)=O. No catalyst specified. The product is [S:11]1[CH:15]=[C:14]([CH2:16][C:17](=[O:19])[CH2:2][Cl:1])[C:13]2[CH:20]=[CH:21][CH:22]=[CH:23][C:12]1=2. The yield is 0.560. (8) The reactants are [CH3:1][C:2]1[CH:3]=[C:4]([NH:9][C:10](=[O:12])[CH3:11])[CH:5]=[CH:6][C:7]=1[CH3:8].[CH:13]1[CH:18]=[C:17]2[C:19]([C:21](O)([OH:24])[C:22](=[O:23])[C:16]2=[CH:15][CH:14]=1)=[O:20]. The catalyst is S(=O)(=O)(O)O. The product is [OH:24][C:21]1([C:5]2[CH:6]=[C:7]([CH3:8])[C:2]([CH3:1])=[CH:3][C:4]=2[NH:9][C:10](=[O:12])[CH3:11])[C:22](=[O:23])[C:16]2[C:17](=[CH:18][CH:13]=[CH:14][CH:15]=2)[C:19]1=[O:20]. The yield is 0.440.